This data is from Forward reaction prediction with 1.9M reactions from USPTO patents (1976-2016). The task is: Predict the product of the given reaction. (1) Given the reactants O[C:2]1([C:6]2[NH:7][C:8]([C:12]3[CH:13]=[C:14]([CH:29]=[CH:30][C:31]=3[CH3:32])[C:15]([N:17]3[CH2:20][CH:19]([C:21]4[CH:28]=[CH:27][C:24]([C:25]#[N:26])=[CH:23][CH:22]=4)[CH2:18]3)=[O:16])=[C:9]([CH3:11])[N:10]=2)[CH2:5][O:4][CH2:3]1.CCN(S(F)(F)[F:39])CC, predict the reaction product. The product is: [F:39][C:2]1([C:6]2[NH:7][C:8]([C:12]3[CH:13]=[C:14]([CH:29]=[CH:30][C:31]=3[CH3:32])[C:15]([N:17]3[CH2:20][CH:19]([C:21]4[CH:28]=[CH:27][C:24]([C:25]#[N:26])=[CH:23][CH:22]=4)[CH2:18]3)=[O:16])=[C:9]([CH3:11])[N:10]=2)[CH2:5][O:4][CH2:3]1. (2) Given the reactants [CH3:1][O:2][C:3]([C:5]1[CH:6]=[C:7]2[C:12](=[CH:13][CH:14]=1)[NH:11][CH:10]([C:15]1[CH:20]=[C:19](Br)[CH:18]=[CH:17][C:16]=1[Cl:22])[CH2:9][C:8]2([CH3:24])[CH3:23])=[O:4].[NH:25]1[CH2:30][CH2:29][O:28][CH2:27][CH2:26]1.Cl.[CH3:32]N(C)CC(O)=O.C(=O)([O-])[O-].[K+].[K+], predict the reaction product. The product is: [CH2:1]([O:2][C:3]([C:5]1[CH:6]=[C:7]2[C:12](=[CH:13][CH:14]=1)[NH:11][CH:10]([C:15]1[CH:20]=[C:19]([N:25]3[CH2:30][CH2:29][O:28][CH2:27][CH2:26]3)[CH:18]=[CH:17][C:16]=1[Cl:22])[CH2:9][C:8]2([CH3:24])[CH3:23])=[O:4])[CH3:32]. (3) Given the reactants [H-].[Na+].[NH:3]1[CH:7]=[CH:6][CH:5]=[N:4]1.[CH3:8][N:9]([CH3:14])[S:10](Cl)(=[O:12])=[O:11].O, predict the reaction product. The product is: [CH3:8][N:9]([CH3:14])[S:10]([N:3]1[CH:7]=[CH:6][CH:5]=[N:4]1)(=[O:12])=[O:11]. (4) Given the reactants [NH2:1][C:2]1[N:7]=[CH:6][N:5]=[C:4]2[N:8]([CH:26]([C:28]3[O:29][C:30](=[O:44])[C:31]4[C:36]([C:37]=3[C:38]3[CH:43]=[CH:42][CH:41]=[CH:40][CH:39]=3)=[CH:35][CH:34]=[CH:33][CH:32]=4)[CH3:27])[N:9]=[C:10]([C:11]3[CH:16]=[C:15]([F:17])[CH:14]=[C:13]([O:18][Si](C(C)(C)C)(C)C)[CH:12]=3)[C:3]=12, predict the reaction product. The product is: [NH2:1][C:2]1[N:7]=[CH:6][N:5]=[C:4]2[N:8]([CH:26]([C:28]3[O:29][C:30](=[O:44])[C:31]4[C:36]([C:37]=3[C:38]3[CH:43]=[CH:42][CH:41]=[CH:40][CH:39]=3)=[CH:35][CH:34]=[CH:33][CH:32]=4)[CH3:27])[N:9]=[C:10]([C:11]3[CH:12]=[C:13]([OH:18])[CH:14]=[C:15]([F:17])[CH:16]=3)[C:3]=12. (5) The product is: [NH2:5][C:4]1[CH:6]=[CH:7][C:8]([S:9]([OH:12])(=[O:11])=[O:10])=[C:2]([Cl:1])[CH:3]=1. Given the reactants [Cl:1][C:2]1[CH:3]=[C:4]([CH:6]=[CH:7][CH:8]=1)[NH2:5].[S:9](=O)(=[O:12])([OH:11])[OH:10], predict the reaction product. (6) Given the reactants [H-].[Na+].[OH:3][CH2:4][CH2:5][N:6]1[C:10](=[O:11])[C:9]2=[CH:12][CH:13]=[CH:14][CH:15]=[C:8]2[C:7]1=[O:16].[Br:17][C:18]1[CH:19]=[CH:20][C:21]2[N:22]([CH2:32][CH:33]3[CH2:35][O:34]3)[C:23]3[C:28]([C:29]=2[CH:30]=1)=[CH:27][C:26]([Br:31])=[CH:25][CH:24]=3, predict the reaction product. The product is: [Br:17][C:18]1[CH:19]=[CH:20][C:21]2[N:22]([CH2:32][CH:33]([OH:34])[CH2:35][O:3][CH2:4][CH2:5][N:6]3[C:10](=[O:11])[C:9]4[C:8](=[CH:15][CH:14]=[CH:13][CH:12]=4)[C:7]3=[O:16])[C:23]3[C:28]([C:29]=2[CH:30]=1)=[CH:27][C:26]([Br:31])=[CH:25][CH:24]=3. (7) Given the reactants N(C(OC(C)C)=O)=NC(OC(C)C)=O.[F:15][C:16]([F:28])([O:20][C:21]1[CH:26]=[CH:25][C:24]([OH:27])=[CH:23][CH:22]=1)[CH:17]([F:19])[F:18].[OH:29][CH:30]1[CH2:35][CH2:34][N:33]([C:36]([O:38][C:39]([CH3:42])([CH3:41])[CH3:40])=[O:37])[CH2:32][CH2:31]1.C1(P(C2C=CC=CC=2)C2C=CC=CC=2)C=CC=CC=1, predict the reaction product. The product is: [F:15][C:16]([F:28])([O:20][C:21]1[CH:26]=[CH:25][C:24]([O:27][CH:30]2[CH2:35][CH2:34][NH:33][CH2:32][CH2:31]2)=[CH:23][CH:22]=1)[CH:17]([F:18])[F:19].[F:15][C:16]([F:28])([O:20][C:21]1[CH:22]=[CH:23][C:24]([O:29][CH:30]2[CH2:31][CH2:32][N:33]([C:36]([O:38][C:39]([CH3:42])([CH3:41])[CH3:40])=[O:37])[CH2:34][CH2:35]2)=[CH:25][CH:26]=1)[CH:17]([F:18])[F:19].